From a dataset of TCR-epitope binding with 47,182 pairs between 192 epitopes and 23,139 TCRs. Binary Classification. Given a T-cell receptor sequence (or CDR3 region) and an epitope sequence, predict whether binding occurs between them. (1) The epitope is GPGHKARVL. The TCR CDR3 sequence is CASSVGAFQETQYF. Result: 0 (the TCR does not bind to the epitope). (2) The epitope is LLLGIGILV. The TCR CDR3 sequence is CASSSPVGLAEYEQYF. Result: 0 (the TCR does not bind to the epitope).